Task: Predict the reactants needed to synthesize the given product.. Dataset: Full USPTO retrosynthesis dataset with 1.9M reactions from patents (1976-2016) (1) Given the product [F:30][C:28]1[CH:27]=[CH:26][C:24]2[N:25]=[C:21]([NH:1][C:2]3[CH:3]=[CH:4][C:5]([C:8]4[CH:13]=[CH:12][C:11]([C:14]([O:16][CH2:17][CH2:38][CH2:39][CH3:40])=[O:15])=[C:10]([O:18][CH3:19])[CH:9]=4)=[CH:6][CH:7]=3)[S:22][C:23]=2[CH:29]=1.[F:30][C:28]1[CH:27]=[CH:26][C:24]2[N:25]=[C:21]([NH:1][C:2]3[CH:3]=[CH:4][C:5]([C:8]4[CH:13]=[CH:12][C:11]([C:14]([O:16][CH3:17])=[O:15])=[C:10]([O:18][CH3:19])[CH:9]=4)=[CH:6][CH:7]=3)[S:22][C:23]=2[CH:29]=1, predict the reactants needed to synthesize it. The reactants are: [NH2:1][C:2]1[CH:7]=[CH:6][C:5]([C:8]2[CH:13]=[CH:12][C:11]([C:14]([O:16][CH3:17])=[O:15])=[C:10]([O:18][CH3:19])[CH:9]=2)=[CH:4][CH:3]=1.Cl[C:21]1[S:22][C:23]2[CH:29]=[C:28]([F:30])[CH:27]=[CH:26][C:24]=2[N:25]=1.Cl.O1CCOCC1.[CH2:38](O)[CH2:39][CH2:40]C. (2) Given the product [CH:15]([C:11]1[CH:12]=[CH:13][CH:14]=[C:9]([CH:6]([CH3:8])[CH3:7])[C:10]=1[O:18][Ti:2]([O:18][C:10]1[C:11]([CH:15]([CH3:16])[CH3:17])=[CH:12][CH:13]=[CH:14][C:9]=1[CH:6]([CH3:8])[CH3:7])([Cl:5])[Cl:1])([CH3:17])[CH3:16], predict the reactants needed to synthesize it. The reactants are: [Cl:1][Ti:2]([Cl:5])(Cl)Cl.[CH:6]([C:9]1[CH:14]=[CH:13][CH:12]=[C:11]([CH:15]([CH3:17])[CH3:16])[C:10]=1[OH:18])([CH3:8])[CH3:7]. (3) The reactants are: [C:1]([NH:11][C@H:12]([C:17]([OH:19])=O)[CH2:13][CH:14]([CH3:16])[CH3:15])([O:3][CH2:4][C:5]1[CH:10]=[CH:9][CH:8]=[CH:7][CH:6]=1)=[O:2].CCN=C=NCCCN(C)C.C1C=CC2N(O)N=NC=2C=1.[NH2:41][CH2:42][CH:43]([OH:46])[CH2:44][NH2:45].CN1CCOCC1.[Cl:54][C:55]1[C:56]([C:72]#[N:73])=[C:57]([CH:69]=[CH:70][CH:71]=1)[O:58][C:59]1[CH:64]=[CH:63][C:62]([S:65](Cl)(=[O:67])=[O:66])=[CH:61][CH:60]=1. Given the product [C:1]([NH:11][C@H:12]([C:17]([CH:42]([NH2:41])[C:43](=[O:46])[CH2:44][NH:45][S:65]([C:62]1[CH:61]=[CH:60][C:59]([O:58][C:57]2[CH:69]=[CH:70][CH:71]=[C:55]([Cl:54])[C:56]=2[C:72]#[N:73])=[CH:64][CH:63]=1)(=[O:66])=[O:67])=[O:19])[CH2:13][CH:14]([CH3:15])[CH3:16])([O:3][CH2:4][C:5]1[CH:6]=[CH:7][CH:8]=[CH:9][CH:10]=1)=[O:2], predict the reactants needed to synthesize it. (4) Given the product [CH:1]([N:14]1[CH2:17][C:16](=[O:18])[CH2:15]1)([C:8]1[CH:13]=[CH:12][CH:11]=[CH:10][CH:9]=1)[C:2]1[CH:3]=[CH:4][CH:5]=[CH:6][CH:7]=1, predict the reactants needed to synthesize it. The reactants are: [CH:1]([N:14]1[CH2:17][CH:16]([OH:18])[CH2:15]1)([C:8]1[CH:13]=[CH:12][CH:11]=[CH:10][CH:9]=1)[C:2]1[CH:7]=[CH:6][CH:5]=[CH:4][CH:3]=1. (5) Given the product [Br-:22].[OH:9][C:8]([C:16]1[CH:21]=[CH:20][CH:19]=[CH:18][CH:17]=1)([C:10]1[CH:15]=[CH:14][CH:13]=[CH:12][CH:11]=1)[C:4]12[CH2:7][N+:1]([CH2:23][CH2:24][C:25]3[C:33]4[C:28](=[CH:29][CH:30]=[CH:31][CH:32]=4)[NH:27][CH:26]=3)([CH2:6][CH2:5]1)[CH2:2][CH2:3]2, predict the reactants needed to synthesize it. The reactants are: [N:1]12[CH2:7][C:4]([C:8]([C:16]3[CH:21]=[CH:20][CH:19]=[CH:18][CH:17]=3)([C:10]3[CH:15]=[CH:14][CH:13]=[CH:12][CH:11]=3)[OH:9])([CH2:5][CH2:6]1)[CH2:3][CH2:2]2.[Br:22][CH2:23][CH2:24][C:25]1[C:33]2[C:28](=[CH:29][CH:30]=[CH:31][CH:32]=2)[NH:27][CH:26]=1. (6) Given the product [CH2:23]([C:30]1[S:31][C:32]([C:36]([O:38][CH2:39][CH3:40])=[O:37])=[C:33]([O:13][CH2:12][CH2:11][CH2:10][C:9]2[N:5]([CH2:4][C:3]3[CH:18]=[CH:19][C:20]([Cl:22])=[CH:21][C:2]=3[Cl:1])[N:6]=[C:7]([O:14][CH:15]([CH3:17])[CH3:16])[CH:8]=2)[N:34]=1)[C:24]1[CH:25]=[CH:26][CH:27]=[CH:28][CH:29]=1, predict the reactants needed to synthesize it. The reactants are: [Cl:1][C:2]1[CH:21]=[C:20]([Cl:22])[CH:19]=[CH:18][C:3]=1[CH2:4][N:5]1[C:9]([CH2:10][CH2:11][CH2:12][OH:13])=[CH:8][C:7]([O:14][CH:15]([CH3:17])[CH3:16])=[N:6]1.[CH2:23]([C:30]1[S:31][C:32]([C:36]([O:38][CH2:39][CH3:40])=[O:37])=[C:33](O)[N:34]=1)[C:24]1[CH:29]=[CH:28][CH:27]=[CH:26][CH:25]=1.N(C(N1CCCCC1)=O)=NC(N1CCCCC1)=O.C(P(CCCC)CCCC)CCC. (7) Given the product [F:12][C:3]1[C:4]2[O:9][CH2:8][CH2:7][O:6][C:5]=2[CH:10]=[CH:11][C:2]=1[CH:21]=[O:22], predict the reactants needed to synthesize it. The reactants are: Br[C:2]1[CH:11]=[CH:10][C:5]2[O:6][CH2:7][CH2:8][O:9][C:4]=2[C:3]=1[F:12].[Li]CCCC.CN([CH:21]=[O:22])C. (8) Given the product [C:13]([NH:17][C:18]1[CH:23]=[C:22]([F:24])[N:21]=[C:20]([CH2:25][N:1]2[CH2:6][CH2:5][CH2:4][CH2:3][CH2:2]2)[N:19]=1)([CH3:16])([CH3:15])[CH3:14], predict the reactants needed to synthesize it. The reactants are: [NH:1]1[CH2:6][CH2:5][CH2:4][CH2:3][CH2:2]1.C(=O)([O-])[O-].[K+].[K+].[C:13]([NH:17][C:18]1[CH:23]=[C:22]([F:24])[N:21]=[C:20]([CH2:25]I)[N:19]=1)([CH3:16])([CH3:15])[CH3:14]. (9) Given the product [F:25][C:26]([F:42])([F:43])[C:27]1[CH:28]=[C:29]([CH:30]=[CH:31][C:32]([NH:2][C@H:3]([C:14]([O:16][CH3:17])=[O:15])[CH2:4][C:5]2[C:13]3[C:8](=[CH:9][CH:10]=[CH:11][CH:12]=3)[NH:7][CH:6]=2)=[O:33])[CH:35]=[C:36]([C:38]([F:39])([F:40])[F:41])[CH:37]=1, predict the reactants needed to synthesize it. The reactants are: Cl.[NH2:2][C@H:3]([C:14]([O:16][CH3:17])=[O:15])[CH2:4][C:5]1[C:13]2[C:8](=[CH:9][CH:10]=[CH:11][CH:12]=2)[NH:7][CH:6]=1.C(N(CC)CC)C.[F:25][C:26]([F:43])([F:42])[C:27]1[CH:28]=[C:29]([CH:35]=[C:36]([C:38]([F:41])([F:40])[F:39])[CH:37]=1)[CH:30]=[CH:31][C:32](O)=[O:33].CCN=C=NCCCN(C)C.Cl. (10) Given the product [C:5]([O:9][C:10]([N:12]1[CH2:17][CH2:16][CH:15]([C:18]2[N:1]=[C:2]([NH2:4])[S:3][CH:19]=2)[CH2:14][CH2:13]1)=[O:11])([CH3:8])([CH3:7])[CH3:6], predict the reactants needed to synthesize it. The reactants are: [NH2:1][C:2]([NH2:4])=[S:3].[C:5]([O:9][C:10]([N:12]1[CH2:17][CH2:16][CH:15]([C:18](=O)[CH2:19]Br)[CH2:14][CH2:13]1)=[O:11])([CH3:8])([CH3:7])[CH3:6].C(=O)([O-])[O-].[Na+].[Na+].